Dataset: Catalyst prediction with 721,799 reactions and 888 catalyst types from USPTO. Task: Predict which catalyst facilitates the given reaction. (1) Reactant: [Br:1][C:2]1[CH:3]=[CH:4][C:5]([C:8]([OH:10])=O)=[N:6][CH:7]=1.C(Cl)(=O)C([Cl:14])=O. The catalyst class is: 59. Product: [Br:1][C:2]1[CH:3]=[CH:4][C:5]([C:8]([Cl:14])=[O:10])=[N:6][CH:7]=1. (2) Reactant: [Cl:1][CH2:2][CH2:3][C:4](Cl)=[O:5].[NH2:7][C:8]1[CH:9]=[C:10]([OH:14])[CH:11]=[CH:12][CH:13]=1.C(=O)(O)[O-].[Na+].Cl. Product: [Cl:1][CH2:2][CH2:3][C:4]([NH:7][C:8]1[CH:13]=[CH:12][CH:11]=[C:10]([OH:14])[CH:9]=1)=[O:5]. The catalyst class is: 24.